From a dataset of Forward reaction prediction with 1.9M reactions from USPTO patents (1976-2016). Predict the product of the given reaction. (1) Given the reactants C(N(CC)CC)C.[F:8][C:9]([F:19])([C:15]([F:18])([F:17])[F:16])[CH2:10][CH2:11][C:12](O)=[O:13].Cl.[CH3:21][NH:22][O:23][CH3:24].Cl.CN(C)CCCN=C=NCC, predict the reaction product. The product is: [F:8][C:9]([F:19])([C:15]([F:18])([F:17])[F:16])[CH2:10][CH2:11][C:12]([N:22]([O:23][CH3:24])[CH3:21])=[O:13]. (2) Given the reactants C[O:2][C:3]([C:5]1[S:6][C:7]([C:23]#[C:24][C:25]([CH3:28])([CH3:27])[CH3:26])=[CH:8][C:9]=1[N:10]([CH:20]([CH3:22])[CH3:21])[C:11]([C@H:13]1[CH2:18][CH2:17][C@H:16]([CH3:19])[CH2:15][CH2:14]1)=[O:12])=[O:4].C1COCC1.CO.O.[OH-].[Li+], predict the reaction product. The product is: [CH3:27][C:25]([CH3:26])([CH3:28])[C:24]#[C:23][C:7]1[S:6][C:5]([C:3]([OH:4])=[O:2])=[C:9]([N:10]([CH:20]([CH3:21])[CH3:22])[C:11]([C@H:13]2[CH2:18][CH2:17][C@H:16]([CH3:19])[CH2:15][CH2:14]2)=[O:12])[CH:8]=1. (3) Given the reactants [F:1][C:2]([F:35])([F:34])[C:3]1[CH:4]=[C:5]([CH:27]=[C:28]([C:30]([F:33])([F:32])[F:31])[CH:29]=1)[CH2:6][N:7]([C:20]1[N:25]=[CH:24][C:23](Br)=[CH:22][N:21]=1)[CH2:8][C:9]1[CH:14]=[C:13]([C:15]([F:18])([F:17])[F:16])[CH:12]=[CH:11][C:10]=1[F:19].C(P(C(C)(C)C)C1C=CC=CC=1C1C=CC=CC=1)(C)(C)C.CC(C)([O-])C.[Na+].[NH:63]1[CH2:68][CH2:67][CH:66]([C:69]([O:71][CH2:72][CH3:73])=[O:70])[CH2:65][CH2:64]1.C(=O)(O)[O-].[Na+], predict the reaction product. The product is: [NH:63]1[CH2:68][CH2:67][CH:66]([C:69]([O:71][CH:72]([C:23]2[CH:22]=[N:21][C:20]([N:7]([CH2:6][C:5]3[CH:27]=[C:28]([C:30]([F:33])([F:32])[F:31])[CH:29]=[C:3]([C:2]([F:35])([F:34])[F:1])[CH:4]=3)[CH2:8][C:9]3[CH:14]=[C:13]([C:15]([F:16])([F:17])[F:18])[CH:12]=[CH:11][C:10]=3[F:19])=[N:25][CH:24]=2)[CH3:73])=[O:70])[CH2:65][CH2:64]1. (4) Given the reactants [CH3:1][O:2][C:3](=[O:23])[C@@H:4]([NH:15]C(OC(C)(C)C)=O)[CH2:5][NH:6][C:7]([C:9]1[S:10][C:11]([Cl:14])=[CH:12][CH:13]=1)=[O:8].[C:24]([OH:30])([C:26]([F:29])([F:28])[F:27])=[O:25], predict the reaction product. The product is: [F:27][C:26]([F:29])([F:28])[C:24]([OH:30])=[O:25].[CH3:1][O:2][C:3](=[O:23])[C@@H:4]([NH2:15])[CH2:5][NH:6][C:7]([C:9]1[S:10][C:11]([Cl:14])=[CH:12][CH:13]=1)=[O:8]. (5) Given the reactants [C:1]([C:5]1[CH:10]=[CH:9][C:8]([NH:11]C(=O)C)=[C:7]([F:15])[CH:6]=1)([CH3:4])([CH3:3])[CH3:2].Cl, predict the reaction product. The product is: [C:1]([C:5]1[CH:10]=[CH:9][C:8]([NH2:11])=[C:7]([F:15])[CH:6]=1)([CH3:4])([CH3:2])[CH3:3].